From a dataset of Retrosynthesis with 50K atom-mapped reactions and 10 reaction types from USPTO. Predict the reactants needed to synthesize the given product. (1) Given the product C[C@@]1(O)[C@H](O)[C@@H](CO)O[C@H]1n1cnc2c(-c3ccsc3)ncnc21, predict the reactants needed to synthesize it. The reactants are: C[C@@]1(O)[C@H](O)[C@@H](CO)O[C@H]1n1cnc2c(Br)ncnc21.OB(O)c1ccsc1. (2) Given the product CC(C)(C)NC(=O)c1ccc(S(=O)(=O)Nc2cc(F)c(C(=O)O)c(F)c2)cn1, predict the reactants needed to synthesize it. The reactants are: CC(C)(C)NC(=O)c1ccc(S(=O)(=O)Nc2cc(F)c(C(=O)OCc3ccccc3)c(F)c2)cn1.